Dataset: Experimentally validated miRNA-target interactions with 360,000+ pairs, plus equal number of negative samples. Task: Binary Classification. Given a miRNA mature sequence and a target amino acid sequence, predict their likelihood of interaction. (1) The miRNA is hsa-miR-5008-5p with sequence UGAGGCCCUUGGGGCACAGUGG. The protein sequence of the target gene is MPGRAEAGEAEEEAGAGSGSEAEEDALWERIEGVRHRLARALNPAKLTPYLRQCRVIDEQDEEEVLSTYRFPCRVNRTGRLMDILRCRGKRGYEAFLEALEFYYPEHFTLLTGQEPAQRCSMILDEEGPEGLTQFLMTEVRRLREARKSQLQREQQLQARGRVLEEERAGLEQRLRDQQQAQERCQRLREDWEAGSLELLRLKDENYMIAMRLAQLSEEKNSAVLRSRDLQLAVDQLKLKVSRLEEECALLRRARGPPPGAEEKEKEKEKEKEPDNVDLVSELRAENQRLTASLRELQEG.... Result: 1 (interaction). (2) The miRNA is hsa-miR-4728-3p with sequence CAUGCUGACCUCCCUCCUGCCCCAG. The protein sequence of the target gene is MFCHLRPMRRLCLEKIFPHWFPFSRALSGAEAVNALRPFYFAVHPDFFGQHPVEREINENSLKRLSVYLENLQKPGFKSLKPTQLTFYVRETDQSSSDGQEPFSTSGFRAVKFTLHTRDLLSTVLYILNSCSLSVEHIQSLNTNMHTQPLKEAKRMPDRPIKWDKSYYSFTGFKDPDEDLEQVSRVETTLTSWLDNNGKSAVKKLKNSLPLRKELDRLKDELSHQLQLSDIRWQRSWGIAHRCSQLHSLSRLAQQNLETLKKAKGCTIIFTDRSGMSAVGHVMLGTMDVHHHWTKLFERL.... Result: 0 (no interaction). (3) The miRNA is hsa-miR-575 with sequence GAGCCAGUUGGACAGGAGC. The protein sequence of the target gene is MEMDEDPDNLPAQGQGNIIITKYEQGHRAGAAVDLGHEQVDVRKYTNNLGIVHEMELPRVSALEVKQRRKESKRTNKWQKMLADWTKYRSTKKLSQRVCKVIPLAVRGRALSLLLDIDKIKSQNPGKYKVMKEKGKRSSRIIHCIQLDVSHTLQKHMMFIQRFGVKQQELCDILVAYSAYNPVSIPGQRYSWYLCPYSQAWVSLGGVATS. Result: 0 (no interaction). (4) The protein sequence of the target gene is MKEACSSSSHVPVSDSKYILKSELLSLLKTYNCYHEGRSFQLRHREEEGTLIIEGLLNIAWGLRRPIRLQMQDDRERVHLPSATWVPERLSYLQKEASPQDSKVPTEEPGTQPANKAEVSGDSSGALEGEEEEVPQLMRTKSDASCIIQRRSKSRAPSEAQKIRRHRFSINGHFYNHKTSVFTPAYGSVTNVRVNSTMTTQQVLTLLLNKFRVEDGPSEFALYTVHESGEQTKLKDCEYPLISRILHGPCEKIVKIFLMEADLSEEVPHDVAQYIKFEMPVLDSFVEKLKEEEEREIIKL.... Result: 1 (interaction). The miRNA is mmu-miR-541-5p with sequence AAGGGAUUCUGAUGUUGGUCACACU. (5) The miRNA is hsa-miR-744-5p with sequence UGCGGGGCUAGGGCUAACAGCA. The protein sequence of the target gene is MSEVKSRKKPGPKVAAPEPEKRSDGRKNPEARGDAGWADPRTGLSLLSLAMTLGLAWLVFQQSEKFAKVEKQYRLLQTESSEFQGLQSKISLISSKLESTENTLQEATSSISLMTQFEQEVSGLQRSIRDIETSEEMLTQKMQNLNEKFQNITDFWKRTLAEMIDDTAVFKSEVKDTHSEVTLKINSADQEIKSLTERLKDLEDSTLRNIRTVSRQEEEDLLRVEAQLSSDTKAVKKLEEEQHTLLARDEDLTNKLSSYEPKVEECKAHFPTIENAVHSVLRVSQDLIGTERKMEELTMQ.... Result: 0 (no interaction). (6) The miRNA is hsa-miR-3180-3p with sequence UGGGGCGGAGCUUCCGGAGGCC. The protein sequence of the target gene is MAVMEVACPGTPGSAVGQQKELAKAKEKTQSLGKKQSCIFKLEAVEKSPVFCGKWEILNDVITKGTAKDGSEGGPPAISIIAQAECENSQEFSPTFSERIFIAGSQQYSQSESLDQIPNNVAHATEGKMARVCRRGKRHGKARKKRRKKRSKSLAQAGVALAKPLPRTPEQESCTIPVQEDESPLGNLYARNVSQFTKPLGGPGLGHLCFKKQDEGLRPVLPRPELHKLISPLQCLNHVWKLHHPQATGPRPHPTHPFPYSGMPHPFPFYPLEPWKPYMLDSAVLDKLAGVSGQRPLPGP.... Result: 0 (no interaction).